From a dataset of Peptide-MHC class II binding affinity with 134,281 pairs from IEDB. Regression. Given a peptide amino acid sequence and an MHC pseudo amino acid sequence, predict their binding affinity value. This is MHC class II binding data. (1) The peptide sequence is AWMSAAAAQAEQAAT. The MHC is DRB5_0101 with pseudo-sequence DRB5_0101. The binding affinity (normalized) is 0.352. (2) The peptide sequence is CSAVPVHWVPTSRTTW. The MHC is DRB1_0301 with pseudo-sequence DRB1_0301. The binding affinity (normalized) is 0.150. (3) The peptide sequence is KDKWIELKESWGAIW. The MHC is DRB1_0101 with pseudo-sequence DRB1_0101. The binding affinity (normalized) is 0.355. (4) The peptide sequence is MCHATLTYRMLEPTR. The MHC is DRB5_0101 with pseudo-sequence DRB5_0101. The binding affinity (normalized) is 0.714. (5) The peptide sequence is YLILKNLTGLVSTGS. The MHC is DRB1_0301 with pseudo-sequence DRB1_0301. The binding affinity (normalized) is 0.662. (6) The peptide sequence is VMGDTAWDFSSAGGF. The MHC is DRB1_0801 with pseudo-sequence DRB1_0801. The binding affinity (normalized) is 0.